From a dataset of Forward reaction prediction with 1.9M reactions from USPTO patents (1976-2016). Predict the product of the given reaction. The product is: [CH2:23]([O:30][C:31](=[O:41])[CH2:32][C:33]1([C:38]([NH:83][CH:69]([CH2:70][C:71]2[CH:76]=[CH:75][C:74]([C:77]3[CH:82]=[CH:81][CH:80]=[CH:79][CH:78]=3)=[CH:73][CH:72]=2)[CH2:68][C:67]([O:66][C:62]([CH3:65])([CH3:63])[CH3:64])=[O:84])=[O:40])[CH2:34][CH2:35][CH2:36][CH2:37]1)[C:24]1[CH:25]=[CH:26][CH:27]=[CH:28][CH:29]=1. Given the reactants CCN=C=NCCCN(C)C.Cl.ON1C2N=CC=CC=2N=N1.[CH2:23]([O:30][C:31](=[O:41])[CH2:32][C:33]1([C:38]([OH:40])=O)[CH2:37][CH2:36][CH2:35][CH2:34]1)[C:24]1[CH:29]=[CH:28][CH:27]=[CH:26][CH:25]=1.C(OC(C1(CC(O)=O)CCCC1)=O)C1C=CC=CC=1.Cl.[C:62]([O:66][C:67](=[O:84])[CH2:68][CH:69]([NH2:83])[CH2:70][C:71]1[CH:76]=[CH:75][C:74]([C:77]2[CH:82]=[CH:81][CH:80]=[CH:79][CH:78]=2)=[CH:73][CH:72]=1)([CH3:65])([CH3:64])[CH3:63].CCN(C(C)C)C(C)C, predict the reaction product.